Dataset: Reaction yield outcomes from USPTO patents with 853,638 reactions. Task: Predict the reaction yield, written as a fraction of the theoretical maximum amount of product (1.0 means a 100% yield; for example, 0.34 means a 34% yield). (1) The reactants are Br[C:2]1[CH:7]=[CH:6][N:5]=[C:4]([O:8][CH:9]([F:11])[F:10])[CH:3]=1.C([Li])(C)(C)C.[C:17]([C:19]1[C:24]([C:25]([C:33]2[CH:38]=[CH:37][CH:36]=[C:35]([O:39][CH2:40][CH2:41][CH2:42][F:43])[CH:34]=2)=[N:26]S(C(C)(C)C)=O)=[CH:23][CH:22]=[CH:21][N:20]=1)#[N:18].Cl. The catalyst is O1CCCC1.CO. The product is [F:10][CH:9]([F:11])[O:8][C:4]1[CH:3]=[C:2]([C:25]2([C:33]3[CH:38]=[CH:37][CH:36]=[C:35]([O:39][CH2:40][CH2:41][CH2:42][F:43])[CH:34]=3)[C:24]3[C:19](=[N:20][CH:21]=[CH:22][CH:23]=3)[C:17]([NH2:18])=[N:26]2)[CH:7]=[CH:6][N:5]=1. The yield is 0.0400. (2) The reactants are [N:1]1([CH2:6][CH2:7][OH:8])[CH:5]=[CH:4][CH:3]=[CH:2]1.[N+:9]([C:12]1[CH:19]=[CH:18][CH:17]=[C:16]([N+]([O-])=O)[C:13]=1[C:14]#[N:15])([O-:11])=[O:10]. No catalyst specified. The product is [N:1]1([CH2:6][CH2:7][O:8][C:16]2[CH:17]=[CH:18][CH:19]=[C:12]([N+:9]([O-:11])=[O:10])[C:13]=2[C:14]#[N:15])[CH:5]=[CH:4][CH:3]=[CH:2]1. The yield is 0.425. (3) The reactants are C1(C)C=CC(S(O)(=O)=O)=CC=1.C(O[C:15](=[O:31])[C:16](=[CH:22][NH:23][C:24]1[CH:29]=[CH:28][CH:27]=[CH:26][C:25]=1[I:30])[C:17]([O:19][CH2:20][CH3:21])=[O:18])C. The catalyst is C1(OC2C=CC=CC=2)C=CC=CC=1. The product is [CH2:20]([O:19][C:17]([C:16]1[C:15](=[O:31])[C:29]2[C:24](=[C:25]([I:30])[CH:26]=[CH:27][CH:28]=2)[NH:23][CH:22]=1)=[O:18])[CH3:21]. The yield is 0.460. (4) The reactants are [CH3:1][O:2][C:3]1[CH:8]=[CH:7][C:6]([CH2:9][C:10]([O:12]CC)=[O:11])=[CH:5][CH:4]=1.[OH-].[Na+]. The catalyst is CO.O. The product is [CH3:1][O:2][C:3]1[CH:4]=[CH:5][C:6]([CH2:9][C:10]([OH:12])=[O:11])=[CH:7][CH:8]=1. The yield is 0.670. (5) The reactants are [CH3:1][C:2]1[CH:3]=[C:4]([S:20]([CH2:23][P:24](=[O:31])([O:28][CH2:29][CH3:30])[O:25][CH2:26][CH3:27])(=[O:22])=[O:21])[CH:5]=[C:6]([CH3:19])[C:7]=1[O:8][Si](C(C)C)(C(C)C)C(C)C.CCCC[N+](CCCC)(CCCC)CCCC.[F-]. The catalyst is C1COCC1. The product is [CH3:19][C:6]1[CH:5]=[C:4]([S:20]([CH2:23][P:24](=[O:31])([O:28][CH2:29][CH3:30])[O:25][CH2:26][CH3:27])(=[O:22])=[O:21])[CH:3]=[C:2]([CH3:1])[C:7]=1[OH:8]. The yield is 1.00.